This data is from Catalyst prediction with 721,799 reactions and 888 catalyst types from USPTO. The task is: Predict which catalyst facilitates the given reaction. (1) Reactant: [ClH:1].[OH:2][N:3]1[C:8]([CH3:10])([CH3:9])[CH2:7][CH:6]([OH:11])[CH2:5][C:4]1([CH3:13])[CH3:12]. Product: [Cl-:1].[OH:2][NH+:3]1[C:8]([CH3:9])([CH3:10])[CH2:7][CH:6]([OH:11])[CH2:5][C:4]1([CH3:13])[CH3:12]. The catalyst class is: 32. (2) Reactant: [Cl:1][C:2]1[CH:9]=[C:8]([F:10])[CH:7]=[CH:6][C:3]=1[CH2:4]Br.[CH2:11]([O:13][C:14](=[O:35])[C:15]1[CH:20]=[CH:19][N:18]=[C:17]([N:21]2[C:25]([CH3:26])=[CH:24][CH:23]=[C:22]2[C:27]2[CH:32]=[C:31]([Cl:33])[CH:30]=[CH:29][C:28]=2[OH:34])[CH:16]=1)[CH3:12].C([O-])([O-])=O.[K+].[K+]. Product: [CH2:11]([O:13][C:14](=[O:35])[C:15]1[CH:20]=[CH:19][N:18]=[C:17]([N:21]2[C:25]([CH3:26])=[CH:24][CH:23]=[C:22]2[C:27]2[CH:32]=[C:31]([Cl:33])[CH:30]=[CH:29][C:28]=2[O:34][CH2:4][C:3]2[CH:6]=[CH:7][C:8]([F:10])=[CH:9][C:2]=2[Cl:1])[CH:16]=1)[CH3:12]. The catalyst class is: 31. (3) Reactant: Cl[C:2]1[C:11]2[C:6](=[C:7]([N+:12]([O-:14])=[O:13])[CH:8]=[CH:9][CH:10]=2)[N:5]=[CH:4][CH:3]=1.[F:15][C:16]([F:25])([F:24])[C:17]1[CH:22]=[CH:21][C:20]([OH:23])=[CH:19][CH:18]=1.C([O-])([O-])=O.[K+].[K+]. Product: [N+:12]([C:7]1[CH:8]=[CH:9][CH:10]=[C:11]2[C:6]=1[N:5]=[CH:4][CH:3]=[C:2]2[O:23][C:20]1[CH:21]=[CH:22][C:17]([C:16]([F:15])([F:24])[F:25])=[CH:18][CH:19]=1)([O-:14])=[O:13]. The catalyst class is: 23. (4) The catalyst class is: 9. Product: [CH2:1]([O:3][C:4]([N:6]1[C:15]2[C:10](=[N:11][C:12]([O:16][CH3:17])=[CH:13][CH:14]=2)[C@@H:9]([NH:18][C:19]2[C:24]([CH2:35][C:34]3[CH:37]=[C:38]([C:40]([F:42])([F:43])[F:41])[CH:39]=[C:32]([C:31]([F:30])([F:44])[F:45])[CH:33]=3)=[CH:23][C:22]([Br:25])=[CH:21][N:20]=2)[CH2:8][C@H:7]1[CH2:26][CH3:27])=[O:5])[CH3:2]. Reactant: [CH2:1]([O:3][C:4]([N:6]1[C:15]2[C:10](=[N:11][C:12]([O:16][CH3:17])=[CH:13][CH:14]=2)[C@@H:9]([NH:18][C:19]2[CH:24]=[CH:23][C:22]([Br:25])=[CH:21][N:20]=2)[CH2:8][C@H:7]1[CH2:26][CH3:27])=[O:5])[CH3:2].[H-].[Na+].[F:30][C:31]([F:45])([F:44])[C:32]1[CH:33]=[C:34]([CH:37]=[C:38]([C:40]([F:43])([F:42])[F:41])[CH:39]=1)[CH2:35]Br.